This data is from Full USPTO retrosynthesis dataset with 1.9M reactions from patents (1976-2016). The task is: Predict the reactants needed to synthesize the given product. (1) The reactants are: [NH2:1][C:2]1[C:6]2[CH:7]=[C:8]([CH:11]([OH:13])[CH3:12])[CH:9]=[CH:10][C:5]=2[O:4][C:3]=1[C:14]([NH2:16])=[O:15].[Cl:17][CH2:18][C:19](Cl)=[O:20]. Given the product [Cl:17][CH2:18][C:19]([O:13][CH:11]([C:8]1[CH:9]=[CH:10][C:5]2[O:4][C:3]([C:14](=[O:15])[NH2:16])=[C:2]([NH:1][C:19](=[O:20])[CH2:18][Cl:17])[C:6]=2[CH:7]=1)[CH3:12])=[O:20], predict the reactants needed to synthesize it. (2) Given the product [CH2:1]([O:3][C:4]([C@@H:6]1[C@H:8]([C:9]2[CH:10]=[CH:11][CH:12]=[CH:13][CH:14]=2)[C@H:7]1[C:15]1[CH:20]=[CH:19][CH:18]=[CH:17][C:16]=1[NH2:21])=[O:5])[CH3:2], predict the reactants needed to synthesize it. The reactants are: [CH2:1]([O:3][C:4]([C@@H:6]1[C@H:8]([C:9]2[CH:14]=[CH:13][CH:12]=[CH:11][CH:10]=2)[C@H:7]1[C:15]1[CH:20]=[CH:19][CH:18]=[CH:17][C:16]=1[N+:21]([O-])=O)=[O:5])[CH3:2]. (3) Given the product [CH2:1]([O:3][C:4](=[O:31])[C:5]([O:23][C:24]1[CH:29]=[CH:28][C:27]([F:30])=[CH:26][CH:25]=1)([CH3:22])[CH:6]([C:8]1[CH:9]=[CH:10][C:11]([O:14][CH2:15][C:16]2[CH:21]=[CH:20][CH:19]=[CH:18][CH:17]=2)=[CH:12][CH:13]=1)[O:7][C:40](=[O:41])[C:39]([F:50])([F:49])[F:38])[CH3:2], predict the reactants needed to synthesize it. The reactants are: [CH2:1]([O:3][C:4](=[O:31])[C:5]([O:23][C:24]1[CH:29]=[CH:28][C:27]([F:30])=[CH:26][CH:25]=1)([CH3:22])[CH:6]([C:8]1[CH:13]=[CH:12][C:11]([O:14][CH2:15][C:16]2[CH:21]=[CH:20][CH:19]=[CH:18][CH:17]=2)=[CH:10][CH:9]=1)[OH:7])[CH3:2].N1C=CC=CC=1.[F:38][C:39]([F:50])([F:49])[C:40](O[C:40](=[O:41])[C:39]([F:50])([F:49])[F:38])=[O:41].Cl. (4) Given the product [CH3:8][C:6]1[CH:7]=[C:2]([N:22]2[CH2:21][CH2:20][N:19]([C:12]([O:14][C:15]([CH3:18])([CH3:17])[CH3:16])=[O:13])[CH2:24][CH2:23]2)[CH:3]=[CH:4][C:5]=1[N+:9]([O-:11])=[O:10], predict the reactants needed to synthesize it. The reactants are: F[C:2]1[CH:3]=[CH:4][C:5]([N+:9]([O-:11])=[O:10])=[C:6]([CH3:8])[CH:7]=1.[C:12]([N:19]1[CH2:24][CH2:23][NH:22][CH2:21][CH2:20]1)([O:14][C:15]([CH3:18])([CH3:17])[CH3:16])=[O:13].C(=O)([O-])[O-].[K+].[K+].CN(C=O)C.